Predict the product of the given reaction. From a dataset of Forward reaction prediction with 1.9M reactions from USPTO patents (1976-2016). (1) Given the reactants O[NH:2][C:3]([C:5]1[S:21][C:8]2=[CH:9][N:10]=[CH:11][C:12]([O:13][C:14]3[CH:19]=[CH:18][C:17]([I:20])=[CH:16][CH:15]=3)=[C:7]2[CH:6]=1)=[NH:4].[C:22](N1C=CN=C1)(N1C=CN=C1)=[S:23].C1C[O:37]CC1, predict the reaction product. The product is: [I:20][C:17]1[CH:18]=[CH:19][C:14]([O:13][C:12]2[CH:11]=[N:10][CH:9]=[C:8]3[S:21][C:5]([C:3]4[NH:2][S:23][C:22](=[O:37])[N:4]=4)=[CH:6][C:7]=23)=[CH:15][CH:16]=1. (2) Given the reactants [C:1](Cl)([C:14]1[CH:19]=[CH:18][CH:17]=[CH:16][CH:15]=1)([C:8]1[CH:13]=[CH:12][CH:11]=[CH:10][CH:9]=1)[C:2]1[CH:7]=[CH:6][CH:5]=[CH:4][CH:3]=1.[NH2:21][CH2:22][CH2:23][CH2:24][CH2:25][N:26]1[CH:33]=[CH:32][C:30](=[O:31])[NH:29][C:27]1=[O:28].O, predict the reaction product. The product is: [C:1]([NH:21][CH2:22][CH2:23][CH2:24][CH2:25][N:26]1[CH:33]=[CH:32][C:30](=[O:31])[NH:29][C:27]1=[O:28])([C:14]1[CH:19]=[CH:18][CH:17]=[CH:16][CH:15]=1)([C:8]1[CH:13]=[CH:12][CH:11]=[CH:10][CH:9]=1)[C:2]1[CH:7]=[CH:6][CH:5]=[CH:4][CH:3]=1.